This data is from Drug-target binding data from BindingDB using IC50 measurements. The task is: Regression. Given a target protein amino acid sequence and a drug SMILES string, predict the binding affinity score between them. We predict pIC50 (pIC50 = -log10(IC50 in M); higher means more potent). Dataset: bindingdb_ic50. The drug is CC(C)CCC[C@@H](C)[C@H]1CCC2C3CC[C@H]4C[C@@H](OC(O)CO)CC[C@]4(C)C3CC[C@@]21C. The target protein (P06766) has sequence MSKRKAPQETLNGGITDMLVELANFEKNVSQAIHKYNAYRKAASVIAKYPHKIKSGAEAKKLPGVGTKIAEKIDEFLATGKLRKLEKIRQDDTSSSINFLTRVTGIGPSAARKLVDEGIKTLEDLRKNEDKLNHHQRIGLKYFEDFEKRIPREEMLQMQDIVLNEVKKLDPEYIATVCGSFRRGAESSGDMDVLLTHPNFTSESSKQPKLLHRVVEQLQKVRFITDTLSKGETKFMGVCQLPSENDENEYPHRRIDIRLIPKDQYYCGVLYFTGSDIFNKNMRAHALEKGFTINEYTIRPLGVTGVAGEPLPVDSEQDIFDYIQWRYREPKDRSE. The pIC50 is 3.3.